From a dataset of Forward reaction prediction with 1.9M reactions from USPTO patents (1976-2016). Predict the product of the given reaction. (1) Given the reactants [C:1](=[O:4])([O-])[O-].[K+].[K+].Br[C:8]1[N:9]=[CH:10][C:11]2[N:12]([N:14]=[C:15]([NH2:17])[N:16]=2)[CH:13]=1.[C:31]1(P([C:31]2[CH:36]=[CH:35][CH:34]=[CH:33][CH:32]=2)[C:31]2[CH:36]=[CH:35][CH:34]=[CH:33][CH:32]=2)[CH:36]=[CH:35][CH:34]=[CH:33][CH:32]=1.O.[CH2:38](O)CC, predict the reaction product. The product is: [NH2:17][C:15]1[N:16]=[C:11]2[CH:10]=[N:9][C:8]([C:34]3[CH:33]=[C:32]([CH3:38])[C:1]([OH:4])=[C:36]([CH3:31])[CH:35]=3)=[CH:13][N:12]2[N:14]=1. (2) Given the reactants Cl[C:2]1[N:10]=[C:9]2[C:5]([N:6]([CH2:18][C@H:19]3[CH2:24][CH2:23][C@H:22]([CH3:25])[CH2:21][CH2:20]3)[C:7]([N:11]3[CH2:16][CH2:15][O:14][CH2:13][C@H:12]3[CH3:17])=[N:8]2)=[C:4]([C:26]2[CH:31]=[CH:30][CH:29]=[C:28]([Cl:32])[CH:27]=2)[N:3]=1.[CH2:33]([O:35][CH:36]=[CH:37]B1OC(C)(C)C(C)(C)O1)[CH3:34].C([O-])([O-])=O.[Na+].[Na+].O1CCOCC1, predict the reaction product. The product is: [Cl:32][C:28]1[CH:27]=[C:26]([C:4]2[N:3]=[C:2]([CH:34]=[CH:33][O:35][CH2:36][CH3:37])[N:10]=[C:9]3[C:5]=2[N:6]([CH2:18][C@H:19]2[CH2:24][CH2:23][C@H:22]([CH3:25])[CH2:21][CH2:20]2)[C:7]([N:11]2[CH2:16][CH2:15][O:14][CH2:13][C@H:12]2[CH3:17])=[N:8]3)[CH:31]=[CH:30][CH:29]=1. (3) The product is: [NH:15]1[C:23]2[C:18](=[CH:19][CH:20]=[CH:21][CH:22]=2)[C:17](/[CH:24]=[CH:25]/[C:26]2[CH:27]=[CH:28][C:29]([C:30]([N:32]3[CH2:37][CH2:36][N:35]([C:46]([N:12]4[CH:1]=[CH:6][N:42]=[CH:40]4)=[O:47])[CH2:34][CH2:33]3)=[O:31])=[CH:38][CH:39]=2)=[N:16]1. Given the reactants [C:1]1([NH2:12])[C:6](F)=C(F)C(F)=C(N)C=1F.Cl.Cl.[NH:15]1[C:23]2[C:18](=[CH:19][CH:20]=[CH:21][CH:22]=2)[C:17](/[CH:24]=[CH:25]/[C:26]2[CH:39]=[CH:38][C:29]([C:30]([N:32]3[CH2:37][CH2:36][NH:35][CH2:34][CH2:33]3)=[O:31])=[CH:28][CH:27]=2)=[N:16]1.[CH2:40]([NH2:42])C.O.C1C[O:47][CH2:46]C1, predict the reaction product. (4) The product is: [Br:1][C:2]1[CH:3]=[C:4]([NH2:25])[C:5]([NH:9][CH:10]2[CH2:15][CH2:14][N:13]([C@H:16]3[CH2:21][CH2:20][C@H:19]([O:22][CH2:23][CH3:24])[CH2:18][CH2:17]3)[CH2:12][CH2:11]2)=[CH:6][C:7]=1[CH3:8]. Given the reactants [Br:1][C:2]1[C:7]([CH3:8])=[CH:6][C:5]([NH:9][CH:10]2[CH2:15][CH2:14][N:13]([C@H:16]3[CH2:21][CH2:20][C@H:19]([O:22][CH2:23][CH3:24])[CH2:18][CH2:17]3)[CH2:12][CH2:11]2)=[C:4]([N+:25]([O-])=O)[CH:3]=1.O.NN, predict the reaction product.